This data is from Catalyst prediction with 721,799 reactions and 888 catalyst types from USPTO. The task is: Predict which catalyst facilitates the given reaction. (1) Reactant: [CH3:1][O:2][C:3]1[CH:4]=[C:5]2[C:10](=[CH:11][C:12]=1[O:13][CH3:14])[N:9]=[CH:8][CH:7]=[C:6]2[O:15][C:16]1[CH:22]=[CH:21][C:19]([NH2:20])=[CH:18][CH:17]=1.C(O)C.[CH3:26][C:27]1[CH:28]=[C:29]([C:33]([N:35]=[C:36]=[S:37])=[O:34])[CH:30]=[CH:31][CH:32]=1. Product: [CH3:1][O:2][C:3]1[CH:4]=[C:5]2[C:10](=[CH:11][C:12]=1[O:13][CH3:14])[N:9]=[CH:8][CH:7]=[C:6]2[O:15][C:16]1[CH:22]=[CH:21][C:19]([NH:20][C:36]([NH:35][C:33](=[O:34])[C:29]2[CH:30]=[CH:31][CH:32]=[C:27]([CH3:26])[CH:28]=2)=[S:37])=[CH:18][CH:17]=1. The catalyst class is: 11. (2) Reactant: Cl[C:2]1[CH:7]=[N:6][CH:5]=[C:4]([Cl:8])[N:3]=1.[CH3:9][O:10][C:11]1[CH:18]=[CH:17][C:14]([CH2:15][NH2:16])=[CH:13][CH:12]=1. Product: [Cl:8][C:4]1[N:3]=[C:2]([NH:16][CH2:15][C:14]2[CH:17]=[CH:18][C:11]([O:10][CH3:9])=[CH:12][CH:13]=2)[CH:7]=[N:6][CH:5]=1. The catalyst class is: 8.